This data is from Reaction yield outcomes from USPTO patents with 853,638 reactions. The task is: Predict the reaction yield, written as a fraction of the theoretical maximum amount of product (1.0 means a 100% yield; for example, 0.34 means a 34% yield). The reactants are C([O:3][C:4]([C:6]1[N:14]([C:15]2[CH:20]=[CH:19][C:18]([O:21][CH:22]([CH3:24])[CH3:23])=[CH:17][CH:16]=2)[C:13]2[CH:12]=[C:11]([C:25]3[CH:30]=[CH:29][C:28]([C:31]([F:34])([F:33])[F:32])=[CH:27][CH:26]=3)[N:10]=[C:9]([C:35]3[CH:40]=[CH:39][C:38]([C:41]([F:44])([F:43])[F:42])=[CH:37][CH:36]=3)[C:8]=2[CH:7]=1)=[O:5])C.[OH-].[Na+].O. The catalyst is CCO. The product is [CH:22]([O:21][C:18]1[CH:19]=[CH:20][C:15]([N:14]2[C:13]3[CH:12]=[C:11]([C:25]4[CH:26]=[CH:27][C:28]([C:31]([F:32])([F:33])[F:34])=[CH:29][CH:30]=4)[N:10]=[C:9]([C:35]4[CH:40]=[CH:39][C:38]([C:41]([F:43])([F:42])[F:44])=[CH:37][CH:36]=4)[C:8]=3[CH:7]=[C:6]2[C:4]([OH:5])=[O:3])=[CH:16][CH:17]=1)([CH3:24])[CH3:23]. The yield is 0.950.